This data is from Reaction yield outcomes from USPTO patents with 853,638 reactions. The task is: Predict the reaction yield, written as a fraction of the theoretical maximum amount of product (1.0 means a 100% yield; for example, 0.34 means a 34% yield). (1) The reactants are [CH2:1]([O:8][C:9]([NH:11][CH2:12][C:13]([OH:15])=O)=[O:10])[C:2]1[CH:7]=[CH:6][CH:5]=[CH:4][CH:3]=1.Cl.[NH2:17][C@@H:18]([C:22]([O:24][C:25]([CH3:28])([CH3:27])[CH3:26])=[O:23])[CH:19]([CH3:21])[CH3:20].CN1CCOCC1.CN(C(ON1N=NC2C=CC=CC1=2)=[N+](C)C)C.[B-](F)(F)(F)F. The catalyst is C(Cl)Cl. The product is [CH2:1]([O:8][C:9]([NH:11][CH2:12][C:13]([NH:17][C@@H:18]([C:22]([O:24][C:25]([CH3:27])([CH3:26])[CH3:28])=[O:23])[CH:19]([CH3:21])[CH3:20])=[O:15])=[O:10])[C:2]1[CH:3]=[CH:4][CH:5]=[CH:6][CH:7]=1. The yield is 0.940. (2) The yield is 0.930. The catalyst is C1(C)C=CC=CC=1.Cl.CCOCC. The reactants are [I:1][C:2]1[CH:9]=[CH:8][CH:7]=[CH:6][C:3]=1[CH2:4]O.C1C=CC(P([N:24]=[N+:25]=[N-:26])(C2C=CC=CC=2)=O)=CC=1.C1CCN2C(=NCCC2)CC1. The product is [N:24]([CH2:4][C:3]1[CH:6]=[CH:7][CH:8]=[CH:9][C:2]=1[I:1])=[N+:25]=[N-:26]. (3) The reactants are [C:1](OC1C=CC(C2C=CC=CC=2)=CC=1)(=[O:4])[C:2]#[CH:3].[NH2:18][C:19]1[CH:24]=[CH:23][CH:22]=[CH:21][CH:20]=1.C(O)(=O)C#C.C1CCC(N=C=NC2CCCCC2)CC1. The catalyst is CN(C1C=CN=CC=1)C. The product is [C:19]1([NH:18][C:1](=[O:4])[C:2]#[CH:3])[CH:24]=[CH:23][CH:22]=[CH:21][CH:20]=1. The yield is 0.870. (4) The reactants are [CH3:1]I.[N+:3]([C:6]1[CH:14]=[CH:13][CH:12]=[C:8](C(O)=O)[C:7]=1[C:15]([OH:17])=[O:16])([O-:5])=[O:4].[C:18](=[O:21])(O)[O-].[Na+].CN([CH:26]=[O:27])C. No catalyst specified. The product is [CH3:18][O:21][C:26](=[O:27])[C:8]1[C:7](=[C:6]([N+:3]([O-:5])=[O:4])[CH:14]=[CH:13][CH:12]=1)[C:15]([O:17][CH3:1])=[O:16]. The yield is 0.950. (5) The reactants are Br[C:2]1[C:10]2[O:9][C:8]([CH3:12])([CH3:11])[CH2:7][C:6]=2[C:5]([CH3:13])=[C:4]([NH:14][C:15](=[O:21])[O:16][C:17]([CH3:20])([CH3:19])[CH3:18])[C:3]=1[CH3:22].C([Li])CCC.[CH:28]([C:31]1[CH:38]=[CH:37][C:34]([CH:35]=[O:36])=[CH:33][CH:32]=1)([CH3:30])[CH3:29].O. The catalyst is C1COCC1. The product is [OH:36][CH:35]([C:34]1[CH:37]=[CH:38][C:31]([CH:28]([CH3:30])[CH3:29])=[CH:32][CH:33]=1)[C:2]1[C:10]2[O:9][C:8]([CH3:12])([CH3:11])[CH2:7][C:6]=2[C:5]([CH3:13])=[C:4]([NH:14][C:15](=[O:21])[O:16][C:17]([CH3:20])([CH3:19])[CH3:18])[C:3]=1[CH3:22]. The yield is 0.590. (6) The reactants are [F:1][C:2]1[CH:7]=[CH:6][C:5]([CH:8]([C:25]2[CH:30]=[CH:29][C:28]([F:31])=[CH:27][CH:26]=2)[CH2:9][CH2:10][N:11]2[CH2:16][CH2:15][CH:14]([NH:17][C:18](OC(C)(C)C)=O)[CH2:13][CH2:12]2)=[CH:4][CH:3]=1.[H-].[H-].[H-].[H-].[Li+].[Al+3]. The catalyst is C1COCC1. The product is [F:1][C:2]1[CH:3]=[CH:4][C:5]([CH:8]([C:25]2[CH:26]=[CH:27][C:28]([F:31])=[CH:29][CH:30]=2)[CH2:9][CH2:10][N:11]2[CH2:12][CH2:13][CH:14]([NH:17][CH3:18])[CH2:15][CH2:16]2)=[CH:6][CH:7]=1. The yield is 0.370. (7) The reactants are [Br:1][C:2]1[CH:6]=[CH:5][S:4][C:3]=1[C:7]([OH:9])=O.[CH3:10][C:11]1[CH:17]=[C:16]([O:18][CH3:19])[CH:15]=[CH:14][C:12]=1[NH2:13]. No catalyst specified. The product is [Br:1][C:2]1[CH:6]=[CH:5][S:4][C:3]=1[C:7]([NH:13][C:12]1[CH:14]=[CH:15][C:16]([O:18][CH3:19])=[CH:17][C:11]=1[CH3:10])=[O:9]. The yield is 0.800. (8) The reactants are [N:1]1[C:6]([C:7]([OH:9])=[O:8])=[CH:5][CH:4]=[CH:3][C:2]=1[C:10]([OH:12])=[O:11].C([O-])(O)=O.[Na+].[CH2:18](Br)[C:19]1[CH:24]=[CH:23][CH:22]=[CH:21][CH:20]=1.O. The catalyst is CN(C=O)C. The product is [CH2:18]([O:11][C:10]([C:2]1[N:1]=[C:6]([C:7]([OH:9])=[O:8])[CH:5]=[CH:4][CH:3]=1)=[O:12])[C:19]1[CH:24]=[CH:23][CH:22]=[CH:21][CH:20]=1. The yield is 0.160. (9) The reactants are C(O)(C(F)(F)F)=O.[NH2:8][C:9](=[O:46])[CH2:10][C:11]1[CH:45]=[CH:44][CH:43]=[CH:42][C:12]=1[CH2:13][CH2:14][C:15]1[C:20]([CH3:21])=[CH:19][N:18]=[C:17]([NH:22][C:23]2[CH:28]=[CH:27][C:26]([CH:29]3[CH2:34][CH2:33][N:32](C(OC(C)(C)C)=O)[CH2:31][CH2:30]3)=[CH:25][CH:24]=2)[N:16]=1. The catalyst is C(Cl)Cl. The product is [CH3:21][C:20]1[C:15]([CH2:14][CH2:13][C:12]2[CH:42]=[CH:43][CH:44]=[CH:45][C:11]=2[CH2:10][C:9]([NH2:8])=[O:46])=[N:16][C:17]([NH:22][C:23]2[CH:28]=[CH:27][C:26]([CH:29]3[CH2:34][CH2:33][NH:32][CH2:31][CH2:30]3)=[CH:25][CH:24]=2)=[N:18][CH:19]=1. The yield is 0.690. (10) The reactants are [F:1][C:2]1[CH:3]=[C:4]2[C:8](=[CH:9][CH:10]=1)[NH:7][CH:6]=[C:5]2[CH2:11][CH2:12][CH2:13][CH2:14][NH:15][CH:16]1[CH2:25][C:24]2[C:19](=[CH:20][CH:21]=[CH:22][C:23]=2[O:26][CH3:27])[O:18][CH2:17]1.[C:28]1(=O)[CH2:31][CH2:30][CH2:29]1.C(O)(=O)C.C([BH3-])#N.[Na+]. The catalyst is CO.CCCCCC.CCOC(C)=O. The product is [CH:28]1([N:15]([CH2:14][CH2:13][CH2:12][CH2:11][C:5]2[C:4]3[C:8](=[CH:9][CH:10]=[C:2]([F:1])[CH:3]=3)[NH:7][CH:6]=2)[CH:16]2[CH2:25][C:24]3[C:19](=[CH:20][CH:21]=[CH:22][C:23]=3[O:26][CH3:27])[O:18][CH2:17]2)[CH2:31][CH2:30][CH2:29]1. The yield is 0.830.